Dataset: Reaction yield outcomes from USPTO patents with 853,638 reactions. Task: Predict the reaction yield, written as a fraction of the theoretical maximum amount of product (1.0 means a 100% yield; for example, 0.34 means a 34% yield). The reactants are C(OC([N:8]1[CH2:13][CH2:12][CH:11]([O:14][C:15]2[CH:20]=[CH:19][C:18]([C:21]3[C:22]([CH3:28])=[N:23][NH:24][C:25](=[O:27])[CH:26]=3)=[CH:17][CH:16]=2)[CH2:10][CH2:9]1)=O)(C)(C)C.[ClH:29]. The catalyst is O1CCOCC1.O. The product is [ClH:29].[CH3:28][C:22]1[C:21]([C:18]2[CH:17]=[CH:16][C:15]([O:14][CH:11]3[CH2:12][CH2:13][NH:8][CH2:9][CH2:10]3)=[CH:20][CH:19]=2)=[CH:26][C:25](=[O:27])[NH:24][N:23]=1. The yield is 0.920.